From a dataset of Catalyst prediction with 721,799 reactions and 888 catalyst types from USPTO. Predict which catalyst facilitates the given reaction. The catalyst class is: 10. Product: [Br-:25].[C:19]1([C:12]2([C:10]([O:9][C@@H:3]3[CH:4]4[CH2:7][CH2:8][N+:1]([CH2:26][C:27](=[O:28])[NH:29][C:30]5[N:31]=[N:32][CH:33]=[CH:34][CH:35]=5)([CH2:6][CH2:5]4)[CH2:2]3)=[O:11])[CH2:18][CH2:17][CH2:16][CH2:15][CH2:14][CH2:13]2)[CH:20]=[CH:21][CH:22]=[CH:23][CH:24]=1. Reactant: [N:1]12[CH2:8][CH2:7][CH:4]([CH2:5][CH2:6]1)[C@@H:3]([O:9][C:10]([C:12]1([C:19]3[CH:24]=[CH:23][CH:22]=[CH:21][CH:20]=3)[CH2:18][CH2:17][CH2:16][CH2:15][CH2:14][CH2:13]1)=[O:11])[CH2:2]2.[Br:25][CH2:26][C:27]([NH:29][C:30]1[N:31]=[N:32][CH:33]=[CH:34][CH:35]=1)=[O:28].